From a dataset of Full USPTO retrosynthesis dataset with 1.9M reactions from patents (1976-2016). Predict the reactants needed to synthesize the given product. (1) Given the product [F:6][C:7]1[CH:12]=[CH:11][C:10]([CH:1]=[O:2])=[C:9]([OH:13])[CH:8]=1, predict the reactants needed to synthesize it. The reactants are: [CH3:1][O-:2].[Mg+2].C[O-].[F:6][C:7]1[CH:8]=[C:9]([OH:13])[CH:10]=[CH:11][CH:12]=1.C=O. (2) Given the product [N:9]([C:8]1[CH:10]=[CH:11][C:5]([O:4][CH2:3][C:2]([F:12])([F:13])[F:1])=[CH:6][CH:7]=1)=[C:14]=[S:15], predict the reactants needed to synthesize it. The reactants are: [F:1][C:2]([F:13])([F:12])[CH2:3][O:4][C:5]1[CH:11]=[CH:10][C:8]([NH2:9])=[CH:7][CH:6]=1.[C:14](N1C=CC=CC1=O)(N1C=CC=CC1=O)=[S:15]. (3) Given the product [CH3:15][O:14][N:13]([CH3:12])[C:6](=[O:7])[C:5]1[CH:9]=[CH:10][C:2]([Cl:1])=[N:3][CH:4]=1, predict the reactants needed to synthesize it. The reactants are: [Cl:1][C:2]1[CH:10]=[CH:9][C:5]([C:6](Cl)=[O:7])=[CH:4][N:3]=1.Cl.[CH3:12][NH:13][O:14][CH3:15].C(N(CC)CC)C. (4) The reactants are: [Cl:1][C:2]1[CH:10]=[C:9]([F:11])[C:8]([S:12](Cl)(=[O:14])=[O:13])=[CH:7][C:3]=1[C:4](Cl)=[O:5].[CH2:16]1[NH:21][CH2:20][CH2:19][N:18]2[CH2:22][CH2:23][CH2:24][C@@H:17]12.C(=O)([O-])[O-].[Na+].[Na+].[F:31][C:32]1[CH:38]=[CH:37][CH:36]=[CH:35][C:33]=1[NH2:34]. Given the product [Cl:1][C:2]1[C:3]([C:4]([N:21]2[CH2:20][CH2:19][N:18]3[CH2:22][CH2:23][CH2:24][C@H:17]3[CH2:16]2)=[O:5])=[CH:7][C:8]([S:12]([NH:34][C:33]2[CH:35]=[CH:36][CH:37]=[CH:38][C:32]=2[F:31])(=[O:14])=[O:13])=[C:9]([F:11])[CH:10]=1, predict the reactants needed to synthesize it. (5) Given the product [Cl:11][C:6]1[N:5]=[CH:4][N:3]=[C:2]([NH:12][C:13]2[NH:14][N:15]=[C:16]([CH:19]3[CH2:18][CH2:22]3)[CH:17]=2)[C:7]=1[N+:8]([O-:10])=[O:9], predict the reactants needed to synthesize it. The reactants are: Cl[C:2]1[C:7]([N+:8]([O-:10])=[O:9])=[C:6]([Cl:11])[N:5]=[CH:4][N:3]=1.[NH2:12][C:13]1[CH:17]=[CH:16][NH:15][N:14]=1.[CH2:18]1[CH2:22]OC[CH2:19]1.